This data is from TCR-epitope binding with 47,182 pairs between 192 epitopes and 23,139 TCRs. The task is: Binary Classification. Given a T-cell receptor sequence (or CDR3 region) and an epitope sequence, predict whether binding occurs between them. (1) The epitope is LQPFPQPELPYPQPQ. The TCR CDR3 sequence is CASSSYAGLNSGELFF. Result: 0 (the TCR does not bind to the epitope). (2) The epitope is IVTDFSVIK. The TCR CDR3 sequence is CASSRGQGSYEQYF. Result: 0 (the TCR does not bind to the epitope). (3) The epitope is QECVRGTTVL. The TCR CDR3 sequence is CASSYSTGSYNEQFF. Result: 1 (the TCR binds to the epitope). (4) The epitope is KAFSPEVIPMF. The TCR CDR3 sequence is CASSQDAGSSYNEQFF. Result: 0 (the TCR does not bind to the epitope). (5) The epitope is KLSYGIATV. The TCR CDR3 sequence is CASSQDRLEGSNTEAFF. Result: 1 (the TCR binds to the epitope). (6) The epitope is ILGLPTQTV. The TCR CDR3 sequence is CASSQEEVGGQETQYF. Result: 1 (the TCR binds to the epitope).